From a dataset of Full USPTO retrosynthesis dataset with 1.9M reactions from patents (1976-2016). Predict the reactants needed to synthesize the given product. (1) Given the product [CH2:1]([Zn:3][CH2:4][CH3:5])[CH3:2].[C:6]([OH:12])([C:8]([F:11])([F:10])[F:9])=[O:7].[I:13][CH2:14][I:15].[CH3:19][C:17]([Si:20]([C:39]1[CH:44]=[CH:43][CH:42]=[CH:41][CH:40]=1)([C:45]1[CH:50]=[CH:49][CH:48]=[CH:47][CH:46]=1)[O:21][CH2:22][C@@H:23]1[CH2:28][C@@H:27]2[C@@H:26]([CH2:1]2)[CH2:25][N:24]1[S:29]([C:32]1[CH:33]=[CH:34][C:35]([CH3:38])=[CH:36][CH:37]=1)(=[O:30])=[O:31])([CH3:16])[CH3:18], predict the reactants needed to synthesize it. The reactants are: [CH2:1]([Zn:3][CH2:4][CH3:5])[CH3:2].[C:6]([OH:12])([C:8]([F:11])([F:10])[F:9])=[O:7].[I:13][CH2:14][I:15].[CH3:16][C:17]([Si:20]([C:45]1[CH:50]=[CH:49][CH:48]=[CH:47][CH:46]=1)([C:39]1[CH:44]=[CH:43][CH:42]=[CH:41][CH:40]=1)[O:21][CH2:22][C@@H:23]1[CH2:28][CH:27]=[CH:26][CH2:25][N:24]1[S:29]([C:32]1[CH:37]=[CH:36][C:35]([CH3:38])=[CH:34][CH:33]=1)(=[O:31])=[O:30])([CH3:19])[CH3:18]. (2) Given the product [NH2:1][C:4]1[CH:31]([CH3:32])[CH:8]2[CH2:9][C:10]([CH2:13][N:14]3[CH2:15][CH2:16][N:17]([C:20]4[CH:25]=[CH:24][C:23]([N:26]5[CH:30]=[CH:29][N:28]=[CH:27]5)=[CH:22][CH:21]=4)[CH2:18][CH2:19]3)([CH3:12])[O:11][C:7]2=[C:6]([CH3:33])[C:5]=1[CH3:34], predict the reactants needed to synthesize it. The reactants are: [N+:1]([C:4]1[CH:31]([CH3:32])[CH:8]2[CH2:9][C:10]([CH2:13][N:14]3[CH2:19][CH2:18][N:17]([C:20]4[CH:25]=[CH:24][C:23]([N:26]5[CH:30]=[CH:29][N:28]=[CH:27]5)=[CH:22][CH:21]=4)[CH2:16][CH2:15]3)([CH3:12])[O:11][C:7]2=[C:6]([CH3:33])[C:5]=1[CH3:34])([O-])=O.C(O)C.Cl.[OH-].[Na+].